From a dataset of Catalyst prediction with 721,799 reactions and 888 catalyst types from USPTO. Predict which catalyst facilitates the given reaction. (1) Reactant: C([O:8][C:9]1[CH:14]=[C:13]([C@@:15]2([OH:51])[CH2:20][CH2:19][N:18]([C:21]([O:23][C:24]([CH3:27])([CH3:26])[CH3:25])=[O:22])[CH2:17][C@@H:16]2[C:28]([N:30]([CH:48]2[CH2:50][CH2:49]2)[CH2:31][C:32]2[CH:37]=[C:36]([CH2:38][CH2:39][CH2:40][O:41][CH3:42])[CH:35]=[C:34]([O:43][CH2:44][CH2:45][O:46][CH3:47])[CH:33]=2)=[O:29])[CH:12]=[CH:11][N:10]=1)C1C=CC=CC=1.C(O)(=O)C. Product: [CH:48]1([N:30]([CH2:31][C:32]2[CH:37]=[C:36]([CH2:38][CH2:39][CH2:40][O:41][CH3:42])[CH:35]=[C:34]([O:43][CH2:44][CH2:45][O:46][CH3:47])[CH:33]=2)[C:28]([C@@H:16]2[C@@:15]([OH:51])([C:13]3[CH:12]=[CH:11][N:10]=[C:9]([OH:8])[CH:14]=3)[CH2:20][CH2:19][N:18]([C:21]([O:23][C:24]([CH3:27])([CH3:26])[CH3:25])=[O:22])[CH2:17]2)=[O:29])[CH2:50][CH2:49]1. The catalyst class is: 99. (2) Reactant: [NH2:1][C:2]1[CH:7]=[CH:6][C:5]([Cl:8])=[CH:4][C:3]=1[CH2:9][N:10]1[CH:14]=[C:13]([CH3:15])[CH:12]=[C:11]1[C:16]([O:18]CC)=O.CC(C)([O-])C.[K+]. Product: [Cl:8][C:5]1[CH:6]=[CH:7][C:2]2[NH:1][C:16](=[O:18])[C:11]3=[CH:12][C:13]([CH3:15])=[CH:14][N:10]3[CH2:9][C:3]=2[CH:4]=1. The catalyst class is: 16. (3) Reactant: [F:1][C:2]1[CH:3]=[C:4]([CH:7]=[CH:8][C:9]=1[F:10])[CH:5]=O.[C:11]([O:17][CH3:18])(=[O:16])[CH2:12][C:13]([CH3:15])=[O:14].N1CCCCC1.C(O)(=O)C. Product: [F:1][C:2]1[CH:3]=[C:4]([CH:5]=[C:12]([C:13](=[O:14])[CH3:15])[C:11]([O:17][CH3:18])=[O:16])[CH:7]=[CH:8][C:9]=1[F:10]. The catalyst class is: 48. (4) Reactant: C[O:2][C:3]([C:5]1[CH:24]=[CH:23][C:8]([CH2:9][NH:10][C:11](=[O:22])[NH:12][C:13]2[CH:17]=[CH:16][S:15][C:14]=2[C:18](OC)=[O:19])=[CH:7][CH:6]=1)=[O:4].[OH-].[Na+].O. Product: [O:22]=[C:11]1[NH:12][C:13]2[CH:17]=[CH:16][S:15][C:14]=2[C:18](=[O:19])[N:10]1[CH2:9][C:8]1[CH:23]=[CH:24][C:5]([C:3]([OH:2])=[O:4])=[CH:6][CH:7]=1. The catalyst class is: 5. (5) Reactant: C1(P(C2CCCCC2)C2C=CC=CC=2C2C(OC)=CC=C(S([O-])(=O)=O)C=2OC)CCCCC1.[Na+].C([O-])([O-])=O.[Cs+].[Cs+].[CH3:41][C:42]1[CH:50]=[CH:49][C:45]([C:46]([OH:48])=[O:47])=[CH:44][C:43]=1B1OC(C)(C)C(C)(C)O1.Br[C:61]1[N:66]=[C:65]2[C:67]([C:77]([NH:79][CH3:80])=[O:78])=[C:68]([C:70]3[CH:75]=[CH:74][C:73]([F:76])=[CH:72][CH:71]=3)[O:69][C:64]2=[CH:63][CH:62]=1. Product: [F:76][C:73]1[CH:72]=[CH:71][C:70]([C:68]2[O:69][C:64]3[C:65](=[N:66][C:61]([C:43]4[CH:44]=[C:45]([CH:49]=[CH:50][C:42]=4[CH3:41])[C:46]([OH:48])=[O:47])=[CH:62][CH:63]=3)[C:67]=2[C:77](=[O:78])[NH:79][CH3:80])=[CH:75][CH:74]=1. The catalyst class is: 18. (6) Reactant: [F:1][C:2]1[C:3]([NH:16][C:17]2[CH:22]=[CH:21][C:20]([CH:23]=C)=[CH:19][C:18]=2[F:25])=[C:4]([CH:12]=[CH:13][C:14]=1[F:15])[C:5]([NH:7][O:8][CH2:9][CH2:10][OH:11])=[O:6].CC(C)=[O:28].C(=O)=O.[BH4-].[Na+]. Product: [F:1][C:2]1[C:3]([NH:16][C:17]2[CH:22]=[CH:21][C:20]([CH2:23][OH:28])=[CH:19][C:18]=2[F:25])=[C:4]([CH:12]=[CH:13][C:14]=1[F:15])[C:5]([NH:7][O:8][CH2:9][CH2:10][OH:11])=[O:6]. The catalyst class is: 5. (7) Reactant: [NH2:1][C:2]1[N:7]=[C:6]([NH:8][CH2:9][CH2:10][CH2:11][N:12]2[CH2:16][CH2:15][CH2:14][C:13]2=[O:17])[CH:5]=[C:4](Cl)[N:3]=1.[O:19]1[C:23]2[C:24](B(O)O)=[CH:25][CH:26]=[CH:27][C:22]=2[CH2:21][CH2:20]1.C(=O)([O-])[O-].[K+].[K+]. Product: [NH2:1][C:2]1[N:7]=[C:6]([NH:8][CH2:9][CH2:10][CH2:11][N:12]2[CH2:16][CH2:15][CH2:14][C:13]2=[O:17])[CH:5]=[C:4]([C:24]2[C:23]3[O:19][CH2:20][CH2:21][C:22]=3[CH:27]=[CH:26][CH:25]=2)[N:3]=1. The catalyst class is: 38. (8) Reactant: [F:1][C:2]([F:7])([F:6])[C:3]([OH:5])=[O:4].[C:8]([C:10]1[CH:11]=[C:12]([C:20]2[S:24][C:23]([N:25]3[C:42]([CH3:43])=[C:28]4[CH2:29][N:30]([CH2:33][CH2:34][C:35]([O:37]C(C)(C)C)=[O:36])[CH2:31][CH2:32][C:27]4=[N:26]3)=[N:22][N:21]=2)[CH:13]=[CH:14][C:15]=1[O:16][CH:17]([CH3:19])[CH3:18])#[N:9]. Product: [F:1][C:2]([F:7])([F:6])[C:3]([OH:5])=[O:4].[C:8]([C:10]1[CH:11]=[C:12]([C:20]2[S:24][C:23]([N:25]3[C:42]([CH3:43])=[C:28]4[CH2:29][N:30]([CH2:33][CH2:34][C:35]([OH:37])=[O:36])[CH2:31][CH2:32][C:27]4=[N:26]3)=[N:22][N:21]=2)[CH:13]=[CH:14][C:15]=1[O:16][CH:17]([CH3:18])[CH3:19])#[N:9]. The catalyst class is: 2. (9) Reactant: [N:1]1[CH:6]=[CH:5][CH:4]=[C:3]([C:7]([OH:9])=O)[N:2]=1.C[N:11]1CCOCC1.ClC(OC(C)C)=O.N. Product: [N:1]1[CH:6]=[CH:5][CH:4]=[C:3]([C:7]([NH2:11])=[O:9])[N:2]=1. The catalyst class is: 7.